Dataset: Forward reaction prediction with 1.9M reactions from USPTO patents (1976-2016). Task: Predict the product of the given reaction. (1) Given the reactants C([O:3][C:4]([C:6]1[CH:11]=[C:10]([Br:12])[CH:9]=[C:8]([CH3:13])[N:7]=1)=[O:5])C, predict the reaction product. The product is: [Br:12][C:10]1[CH:9]=[C:8]([CH3:13])[N:7]=[C:6]([C:4]([OH:5])=[O:3])[CH:11]=1. (2) Given the reactants [NH2:1][C:2]1[CH:3]=[C:4]([C:9]2[C:17]3[C:16]([NH:18][C@H:19]([C:21]4[N:26]([C:27]5[CH:32]=[CH:31][CH:30]=[CH:29][CH:28]=5)[C:25](=[O:33])[C:24]5=[C:34]([CH3:37])[CH:35]=[CH:36][N:23]5[N:22]=4)[CH3:20])=[N:15][CH:14]=[N:13][C:12]=3[N:11]([CH2:38][O:39][CH2:40][CH2:41][Si:42]([CH3:45])([CH3:44])[CH3:43])[CH:10]=2)[CH:5]=[C:6]([OH:8])[CH:7]=1.[CH2:46]([N:48]([CH2:51]C)[CH2:49]C)[CH3:47].ClCC[S:56](Cl)(=[O:58])=[O:57].CNC, predict the reaction product. The product is: [CH3:49][N:48]([CH3:51])[CH2:46][CH2:47][S:56]([NH:1][C:2]1[CH:3]=[C:4]([C:9]2[C:17]3[C:16]([NH:18][C@H:19]([C:21]4[N:26]([C:27]5[CH:32]=[CH:31][CH:30]=[CH:29][CH:28]=5)[C:25](=[O:33])[C:24]5=[C:34]([CH3:37])[CH:35]=[CH:36][N:23]5[N:22]=4)[CH3:20])=[N:15][CH:14]=[N:13][C:12]=3[N:11]([CH2:38][O:39][CH2:40][CH2:41][Si:42]([CH3:43])([CH3:45])[CH3:44])[CH:10]=2)[CH:5]=[C:6]([OH:8])[CH:7]=1)(=[O:58])=[O:57]. (3) Given the reactants [CH:1]1[C:10]2[C:5](=[CH:6][CH:7]=[CH:8][CH:9]=2)[CH:4]=[CH:3][C:2]=1[S:11]([NH:14][CH2:15][CH2:16][CH2:17][C:18]([OH:20])=O)(=[O:13])=[O:12].[N:21]1[CH:26]=[CH:25][C:24]([N:27]2[CH2:32][CH2:31][NH:30][CH2:29][CH2:28]2)=[CH:23][CH:22]=1, predict the reaction product. The product is: [N:21]1[CH:26]=[CH:25][C:24]([N:27]2[CH2:28][CH2:29][N:30]([C:18]([CH2:17][CH2:16][CH2:15][NH:14][S:11]([C:2]3[CH:3]=[CH:4][C:5]4[C:10](=[CH:9][CH:8]=[CH:7][CH:6]=4)[CH:1]=3)(=[O:12])=[O:13])=[O:20])[CH2:31][CH2:32]2)=[CH:23][CH:22]=1. (4) Given the reactants C(=O)([O-])[O-].[Cs+].[Cs+].Br[C:8]1[CH:9]=[C:10]2[C:15](=[CH:16][CH:17]=1)[N:14]=[C:13]([CH3:18])[C:12]([S:19]([CH3:22])(=[O:21])=[O:20])=[C:11]2[C:23]1[CH:28]=[CH:27][C:26]([Cl:29])=[CH:25][CH:24]=1.[NH:30]1[CH2:35][CH2:34][O:33][CH2:32][CH2:31]1, predict the reaction product. The product is: [Cl:29][C:26]1[CH:27]=[CH:28][C:23]([C:11]2[C:10]3[C:15](=[CH:16][CH:17]=[C:8]([N:30]4[CH2:35][CH2:34][O:33][CH2:32][CH2:31]4)[CH:9]=3)[N:14]=[C:13]([CH3:18])[C:12]=2[S:19]([CH3:22])(=[O:21])=[O:20])=[CH:24][CH:25]=1. (5) Given the reactants [CH:1]([O:4][C:5]([N:7]1[CH:12]([CH2:13][CH3:14])[CH2:11][CH:10]([N:15]([C:28]2[N:33]=[CH:32][C:31]([O:34]CC3C=CC=CC=3)=[CH:30][N:29]=2)[CH2:16][C:17]2[CH:22]=[C:21]([C:23]([F:26])([F:25])[F:24])[CH:20]=[C:19]([Cl:27])[CH:18]=2)[CH2:9][CH:8]1[CH2:42][C:43]1[CH:48]=[CH:47][CH:46]=[CH:45][CH:44]=1)=[O:6])([CH3:3])[CH3:2].ClCCl.B(Cl)(Cl)Cl.CO.O, predict the reaction product. The product is: [CH:1]([O:4][C:5]([N:7]1[CH:12]([CH2:13][CH3:14])[CH2:11][CH:10]([N:15]([CH2:16][C:17]2[CH:22]=[C:21]([C:23]([F:26])([F:24])[F:25])[CH:20]=[C:19]([Cl:27])[CH:18]=2)[C:28]2[N:33]=[CH:32][C:31]([OH:34])=[CH:30][N:29]=2)[CH2:9][CH:8]1[CH2:42][C:43]1[CH:44]=[CH:45][CH:46]=[CH:47][CH:48]=1)=[O:6])([CH3:2])[CH3:3]. (6) Given the reactants C(O)C.[CH3:4][C:5]1([CH3:23])[C:9]([CH3:11])([CH3:10])[O:8][B:7]([C:12]2[CH:22]=[CH:21][C:15]([O:16][CH2:17][C:18]([CH3:20])=[O:19])=[CH:14][CH:13]=2)[O:6]1.[BH4-].[Na+], predict the reaction product. The product is: [CH3:11][C:9]1([CH3:10])[C:5]([CH3:4])([CH3:23])[O:6][B:7]([C:12]2[CH:22]=[CH:21][C:15]([O:16][CH2:17][CH:18]([OH:19])[CH3:20])=[CH:14][CH:13]=2)[O:8]1. (7) Given the reactants [F:1][CH:2]([F:14])[CH2:3][O:4][C:5]1[CH:10]=[CH:9][N:8]=[CH:7][C:6]=1[N+:11]([O-])=O.[H][H], predict the reaction product. The product is: [F:14][CH:2]([F:1])[CH2:3][O:4][C:5]1[CH:10]=[CH:9][N:8]=[CH:7][C:6]=1[NH2:11].